Task: Predict the reaction yield, written as a fraction of the theoretical maximum amount of product (1.0 means a 100% yield; for example, 0.34 means a 34% yield).. Dataset: Reaction yield outcomes from USPTO patents with 853,638 reactions (1) The reactants are Br[CH2:2][C:3]#[N:4].[OH:5][CH:6]1[CH2:11][CH2:10][NH:9][CH2:8][CH2:7]1. The catalyst is C1COCC1.CCN(CC)CC. The product is [OH:5][CH:6]1[CH2:11][CH2:10][N:9]([CH2:2][C:3]#[N:4])[CH2:8][CH2:7]1. The yield is 0.630. (2) The reactants are Br[C:2]1[C:3]([NH:5][C:6](=[O:8])[CH:7]=1)=[O:4].C([O-])(=O)C.[Na+].[CH2:14]([SH:17])[CH2:15][SH:16]. The catalyst is CO. The product is [S:16]1[C:2]2([CH2:7][C:6](=[O:8])[NH:5][C:3]2=[O:4])[S:17][CH2:14][CH2:15]1. The yield is 0.410. (3) The catalyst is C(OCC)C.C(OCC)(=O)C. The reactants are P(Cl)(Cl)(Cl)=O.[F:6][C:7]1[C:13]([F:14])=[CH:12][CH:11]=[CH:10][C:8]=1[NH2:9].[Cl:15][CH2:16][CH2:17][CH2:18][CH2:19][O:20][C:21]1[CH:30]=[C:29]2[C:24]([C:25]([NH:31][C:32]3[CH:36]=[C:35]([CH2:37][C:38](O)=[O:39])[NH:34][N:33]=3)=[N:26][CH:27]=[N:28]2)=[CH:23][CH:22]=1.N1C=CC=CC=1. The product is [Cl:15][CH2:16][CH2:17][CH2:18][CH2:19][O:20][C:21]1[CH:30]=[C:29]2[C:24]([C:25]([NH:31][C:32]3[CH:36]=[C:35]([CH2:37][C:38]([NH:9][C:8]4[CH:10]=[CH:11][CH:12]=[C:13]([F:14])[C:7]=4[F:6])=[O:39])[NH:34][N:33]=3)=[N:26][CH:27]=[N:28]2)=[CH:23][CH:22]=1. The yield is 0.840. (4) The reactants are [Cl:1][C:2]1[C:7]([O:8][CH3:9])=[CH:6][C:5]([O:10][CH3:11])=[C:4]([Cl:12])[C:3]=1[C:13]1[CH:14]=[C:15]2[C:20](=[CH:21][CH:22]=1)[N:19]=[C:18]([NH:23][C@@H:24]1[CH2:29][CH2:28][CH2:27][CH2:26][C@@H:25]1[NH2:30])[N:17]=[CH:16]2.CCN(C(C)C)C(C)C.[C:40](Cl)(=[O:43])[CH:41]=[CH2:42]. The catalyst is ClCCl. The product is [Cl:12][C:4]1[C:5]([O:10][CH3:11])=[CH:6][C:7]([O:8][CH3:9])=[C:2]([Cl:1])[C:3]=1[C:13]1[CH:14]=[C:15]2[C:20](=[CH:21][CH:22]=1)[N:19]=[C:18]([NH:23][C@@H:24]1[CH2:29][CH2:28][CH2:27][CH2:26][C@@H:25]1[NH:30][C:40](=[O:43])[CH:41]=[CH2:42])[N:17]=[CH:16]2. The yield is 0.760. (5) The reactants are [F:1][C:2]1[CH:27]=[C:26]([N+:28]([O-:30])=[O:29])[CH:25]=[CH:24][C:3]=1[O:4][C:5]1[CH:10]=[CH:9][N:8]=[C:7]2[CH:11]=[C:12]([C:14]3[CH2:19][CH2:18][N:17]([C:20](=[O:23])[CH:21]=[CH2:22])[CH2:16][CH:15]=3)[S:13][C:6]=12.[CH3:31][O:32][CH2:33][CH2:34][NH2:35]. The catalyst is C1COCC1.C(Cl)Cl. The product is [F:1][C:2]1[CH:27]=[C:26]([N+:28]([O-:30])=[O:29])[CH:25]=[CH:24][C:3]=1[O:4][C:5]1[CH:10]=[CH:9][N:8]=[C:7]2[CH:11]=[C:12]([C:14]3[CH2:19][CH2:18][N:17]([C:20](=[O:23])[CH2:21][CH2:22][NH:35][CH2:34][CH2:33][O:32][CH3:31])[CH2:16][CH:15]=3)[S:13][C:6]=12. The yield is 0.450. (6) The reactants are CS(C)=O.C(Cl)(=O)C(Cl)=O.[CH3:11][O:12][C:13]1[CH:18]=[CH:17][C:16]([CH2:19][CH2:20][OH:21])=[CH:15][CH:14]=1.C(N(CC)CC)C. The catalyst is ClCCl.O. The product is [CH3:11][O:12][C:13]1[CH:18]=[CH:17][C:16]([CH2:19][CH:20]=[O:21])=[CH:15][CH:14]=1. The yield is 0.444. (7) The reactants are [C:1]([O:5][C:6](=[O:27])[N:7]([C:9]1[CH:14]=[CH:13][CH:12]=[C:11]([CH2:15][CH2:16][O:17][C:18]2[CH:19]=[C:20]3[C:24](=[CH:25][CH:26]=2)[NH:23][CH:22]=[CH:21]3)[N:10]=1)[CH3:8])([CH3:4])([CH3:3])[CH3:2].[CH2:28]([O:30][C:31](=[O:44])[C:32]#[C:33][C:34]1[CH:35]=[N:36][C:37]2[C:42]([CH:43]=1)=[CH:41][CH:40]=[CH:39][CH:38]=2)[CH3:29]. No catalyst specified. The product is [CH2:28]([O:30][C:31](=[O:44])[CH:32]=[C:33]([N:23]1[C:24]2[C:20](=[CH:19][C:18]([O:17][CH2:16][CH2:15][C:11]3[CH:12]=[CH:13][CH:14]=[C:9]([N:7]([C:6]([O:5][C:1]([CH3:4])([CH3:2])[CH3:3])=[O:27])[CH3:8])[N:10]=3)=[CH:26][CH:25]=2)[CH:21]=[CH:22]1)[C:34]1[CH:35]=[N:36][C:37]2[C:42]([CH:43]=1)=[CH:41][CH:40]=[CH:39][CH:38]=2)[CH3:29]. The yield is 0.480. (8) The reactants are [S:1]1[CH:5]=[C:4]([C:6]2[CH:11]=[CH:10][CH:9]=[CH:8][C:7]=2[OH:12])N=N1.Br[CH2:14][C:15]1[CH:20]=[CH:19][C:18]([B:21]2[O:25][C:24]([CH3:27])([CH3:26])[C:23]([CH3:29])([CH3:28])[O:22]2)=[CH:17][CH:16]=1.C([O-])([O-])=O.[K+].[K+]. The catalyst is CC#N. The product is [CH3:26][C:24]1([CH3:27])[C:23]([CH3:28])([CH3:29])[O:22][B:21]([C:18]2[CH:17]=[CH:16][C:15]([CH2:14][S:1][C:5]3[O:12][C:7]4[CH:8]=[CH:9][CH:10]=[CH:11][C:6]=4[CH:4]=3)=[CH:20][CH:19]=2)[O:25]1. The yield is 0.400. (9) The reactants are [NH:1]1[C:9]2[C:4](=[CH:5][CH:6]=[CH:7][CH:8]=2)[C:3](=[O:10])[C:2]1=[O:11].I[CH2:13][CH3:14].C(=O)([O-])[O-].[K+].[K+]. The catalyst is CN(C=O)C.C(OCC)(=O)C. The product is [CH2:13]([N:1]1[C:9]2[C:4](=[CH:5][CH:6]=[CH:7][CH:8]=2)[C:3](=[O:10])[C:2]1=[O:11])[CH3:14]. The yield is 1.00.